Dataset: TCR-epitope binding with 47,182 pairs between 192 epitopes and 23,139 TCRs. Task: Binary Classification. Given a T-cell receptor sequence (or CDR3 region) and an epitope sequence, predict whether binding occurs between them. (1) The epitope is SSNVANYQK. The TCR CDR3 sequence is CASSWTGSGNEQFF. Result: 0 (the TCR does not bind to the epitope). (2) The epitope is ALSKGVHFV. The TCR CDR3 sequence is CASSLDLQGIYGYTF. Result: 1 (the TCR binds to the epitope). (3) The epitope is IIKDYGKQM. The TCR CDR3 sequence is CASGLAGEQYF. Result: 0 (the TCR does not bind to the epitope). (4) The epitope is MPASWVMRI. The TCR CDR3 sequence is CASSAPGTSGGSSYNEQFF. Result: 1 (the TCR binds to the epitope). (5) The epitope is FLASKIGRLV. The TCR CDR3 sequence is CASSIGQGEKLFF. Result: 0 (the TCR does not bind to the epitope). (6) The epitope is CLGGLLTMV. The TCR CDR3 sequence is CASSQDLVVSSGNTIYF. Result: 0 (the TCR does not bind to the epitope). (7) The epitope is SGPLKAEIAQRLED. The TCR CDR3 sequence is CASSLGQLEAFF. Result: 0 (the TCR does not bind to the epitope). (8) The epitope is LPAADLDDF. The TCR CDR3 sequence is CASSIGVETQYF. Result: 0 (the TCR does not bind to the epitope). (9) The epitope is GTITSGWTF. The TCR CDR3 sequence is CASSYSMREAGELFF. Result: 1 (the TCR binds to the epitope).